This data is from Aqueous solubility values for 9,982 compounds from the AqSolDB database. The task is: Regression/Classification. Given a drug SMILES string, predict its absorption, distribution, metabolism, or excretion properties. Task type varies by dataset: regression for continuous measurements (e.g., permeability, clearance, half-life) or binary classification for categorical outcomes (e.g., BBB penetration, CYP inhibition). For this dataset (solubility_aqsoldb), we predict Y. (1) The molecule is COc1cc(Cl)c(OC)cc1N. The Y is -3.01 log mol/L. (2) The molecule is O=P([O-])([O-])[O-].O=P([O-])([O-])[O-].[Zn+2].[Zn+2].[Zn+2]. The Y is -5.16 log mol/L. (3) The molecule is O=c1c2ccccc2c(=O)c2c1ccc1c2[nH]c2c3c(=O)c4ccccc4c(=O)c3c3[nH]c4c(ccc5c(=O)c6ccccc6c(=O)c54)c3c12. The Y is -4.51 log mol/L. (4) The molecule is CC1=Nc2ccccc2N=C(C)C1. The Y is -1.37 log mol/L. (5) The compound is CN(C)c1ncc2nccnc2n1. The Y is 0.359 log mol/L. (6) The drug is O=C(O)C(O)c1ccccc1. The Y is -0.0321 log mol/L. (7) The drug is CCCCCCCCCCCC(=O)[O-].CCCCCCCCCCCC(=O)[O-].CCCC[Sn+2]CCCC. The Y is -5.65 log mol/L. (8) The molecule is O=S(=O)([O-])[O-].[Cr+3].[OH-]. The Y is 0.782 log mol/L. (9) The molecule is CCC1(CC)C(=O)NC(=O)NC1=O. The Y is -1.42 log mol/L. (10) The drug is COC(=O)C1CC(=O)N(C)C1. The Y is 0.804 log mol/L.